Task: Predict the reaction yield, written as a fraction of the theoretical maximum amount of product (1.0 means a 100% yield; for example, 0.34 means a 34% yield).. Dataset: Reaction yield outcomes from USPTO patents with 853,638 reactions The reactants are [F:1][C:2]1[CH:7]=[C:6]([I:8])[CH:5]=[CH:4][C:3]=1[N:9]1[C:14]2[N:15]([CH3:22])[C:16](=[O:21])[C:17]([CH3:20])=[C:18]([OH:19])[C:13]=2[C:12](=[O:23])[N:11]([CH3:24])[C:10]1=[O:25].C(Cl)(Cl)Cl.N1C(C)=CC=CC=1C.[F:38][C:39]([F:52])([F:51])[S:40](O[S:40]([C:39]([F:52])([F:51])[F:38])(=[O:42])=[O:41])(=[O:42])=[O:41]. The catalyst is O. The yield is 0.660. The product is [F:1][C:2]1[CH:7]=[C:6]([I:8])[CH:5]=[CH:4][C:3]=1[N:9]1[C:14]2[N:15]([CH3:22])[C:16](=[O:21])[C:17]([CH3:20])=[C:18]([O:19][S:40]([C:39]([F:52])([F:51])[F:38])(=[O:42])=[O:41])[C:13]=2[C:12](=[O:23])[N:11]([CH3:24])[C:10]1=[O:25].